Dataset: Catalyst prediction with 721,799 reactions and 888 catalyst types from USPTO. Task: Predict which catalyst facilitates the given reaction. (1) Reactant: [CH3:1][C:2]1[O:6][C:5]([C:7]2[CH:8]=[C:9]([CH3:13])[CH:10]=[CH:11][CH:12]=2)=[N:4][C:3]=1[CH2:14][O:15][C@H:16]1[CH2:21][CH2:20][CH2:19][C@@H:18]([O:22][CH2:23][C:24]2([C:27]([O:29]CC)=[O:28])[CH2:26][CH2:25]2)[CH2:17]1.[OH-].[Na+]. Product: [CH3:1][C:2]1[O:6][C:5]([C:7]2[CH:8]=[C:9]([CH3:13])[CH:10]=[CH:11][CH:12]=2)=[N:4][C:3]=1[CH2:14][O:15][C@H:16]1[CH2:21][CH2:20][CH2:19][C@@H:18]([O:22][CH2:23][C:24]2([C:27]([OH:29])=[O:28])[CH2:26][CH2:25]2)[CH2:17]1. The catalyst class is: 5. (2) Reactant: [CH:1]1([CH2:4][O:5][C:6]2[CH:7]=[CH:8][C:9]3[O:13][C:12]([C:14]4[O:18][N:17]=[C:16]([O:19][CH2:20][C@@H:21]([NH:23][C:24](=O)[O:25]C(C)(C)C)[CH3:22])[CH:15]=4)=[N:11][C:10]=3[CH:31]=2)[CH2:3][CH2:2]1.Cl.[C:33](OCC)(=O)C. Product: [CH:1]1([CH2:4][O:5][C:6]2[CH:7]=[CH:8][C:9]3[O:13][C:12]([C:14]4[O:18][N:17]=[C:16]([O:19][CH2:20][C@@H:21]([NH:23][C:24](=[O:25])[CH3:33])[CH3:22])[CH:15]=4)=[N:11][C:10]=3[CH:31]=2)[CH2:2][CH2:3]1. The catalyst class is: 13. (3) Reactant: [NH2:1][C:2]1[S:3][C:4]([CH:11]([CH3:13])[CH3:12])=[CH:5][C:6]=1[C:7]([O:9]C)=O.ClC(Cl)(O[C:18](=[O:24])OC(Cl)(Cl)Cl)Cl.C(N(CC)CC)C.[C:33]1([CH2:39][CH2:40][NH2:41])[CH:38]=[CH:37][CH:36]=[CH:35][CH:34]=1. Product: [CH:11]([C:4]1[S:3][C:2]2[NH:1][C:18](=[O:24])[N:41]([CH2:40][CH2:39][C:33]3[CH:38]=[CH:37][CH:36]=[CH:35][CH:34]=3)[C:7](=[O:9])[C:6]=2[CH:5]=1)([CH3:13])[CH3:12]. The catalyst class is: 2. (4) Reactant: C[O:2][C:3](=[O:23])[CH:4]([C:11]1[CH:16]=[CH:15][C:14]([C:17]2[CH:22]=[CH:21][N:20]=[CH:19][CH:18]=2)=[CH:13][CH:12]=1)[CH2:5][CH:6]1[CH2:10][CH2:9][CH2:8][CH2:7]1.[OH-].[Li+]. Product: [CH:6]1([CH2:5][CH:4]([C:11]2[CH:12]=[CH:13][C:14]([C:17]3[CH:22]=[CH:21][N:20]=[CH:19][CH:18]=3)=[CH:15][CH:16]=2)[C:3]([OH:23])=[O:2])[CH2:10][CH2:9][CH2:8][CH2:7]1. The catalyst class is: 7. (5) Reactant: Br[C:2]1[C:3]([F:21])=[C:4]([F:20])[C:5]([NH:12][C:13]2[CH:18]=[CH:17][CH:16]=[CH:15][C:14]=2[F:19])=[C:6]([CH:11]=1)[C:7]([O:9][CH3:10])=[O:8].C(N(CC)C(C)C)(C)C.CC1(C)C2C(=C(P(C3C=CC=CC=3)C3C=CC=CC=3)C=CC=2)OC2C(P(C3C=CC=CC=3)C3C=CC=CC=3)=CC=CC1=2.[CH3:73][O:74][C:75]1[CH:80]=[CH:79][C:78]([CH2:81][SH:82])=[CH:77][CH:76]=1. Product: [F:20][C:4]1[C:5]([NH:12][C:13]2[CH:18]=[CH:17][CH:16]=[CH:15][C:14]=2[F:19])=[C:6]([CH:11]=[C:2]([S:82][CH2:81][C:78]2[CH:79]=[CH:80][C:75]([O:74][CH3:73])=[CH:76][CH:77]=2)[C:3]=1[F:21])[C:7]([O:9][CH3:10])=[O:8]. The catalyst class is: 62. (6) Reactant: [Na+].[I-:2].[CH3:3][O:4][C:5](=[O:17])[C:6]1[CH:11]=[CH:10][CH:9]=[C:8]([O:12][CH2:13][CH2:14][CH2:15]Cl)[CH:7]=1. The catalyst class is: 21. Product: [CH3:3][O:4][C:5](=[O:17])[C:6]1[CH:11]=[CH:10][CH:9]=[C:8]([O:12][CH2:13][CH2:14][CH2:15][I:2])[CH:7]=1.